Task: Predict the reactants needed to synthesize the given product.. Dataset: Full USPTO retrosynthesis dataset with 1.9M reactions from patents (1976-2016) Given the product [CH3:3][NH:4][C:5]1[S:16][C:8]2[C:9]([C:10]([OH:12])=[O:11])=[CH:13][CH:14]=[CH:15][C:7]=2[N:6]=1, predict the reactants needed to synthesize it. The reactants are: BrBr.[CH3:3][NH:4][C:5](=[S:16])[NH:6][C:7]1[CH:8]=[C:9]([CH:13]=[CH:14][CH:15]=1)[C:10]([OH:12])=[O:11].